This data is from Full USPTO retrosynthesis dataset with 1.9M reactions from patents (1976-2016). The task is: Predict the reactants needed to synthesize the given product. (1) Given the product [CH2:38]([O:42][C:5]1[N:10]=[C:9]([O:11][C:12]2[CH:13]=[N:14][CH:15]=[CH:16][CH:17]=2)[C:8]([C:18]2[CH:23]=[CH:22][C:21]([Cl:24])=[CH:20][CH:19]=2)=[C:7]([C:25]2[CH:30]=[CH:29][C:28]([Cl:31])=[CH:27][C:26]=2[Cl:32])[N:6]=1)[CH:39]([CH3:41])[CH3:40], predict the reactants needed to synthesize it. The reactants are: CS([C:5]1[N:10]=[C:9]([O:11][C:12]2[CH:13]=[N:14][CH:15]=[CH:16][CH:17]=2)[C:8]([C:18]2[CH:23]=[CH:22][C:21]([Cl:24])=[CH:20][CH:19]=2)=[C:7]([C:25]2[CH:30]=[CH:29][C:28]([Cl:31])=[CH:27][C:26]=2[Cl:32])[N:6]=1)(=O)=O.C([Li])CCC.[CH2:38]([OH:42])[CH:39]([CH3:41])[CH3:40]. (2) The reactants are: [NH2:1][C:2]1[CH:11]=[CH:10][CH:9]=[C:8]2[C:3]=1[CH:4]=[CH:5][N:6]([C:13]1[C:14]([CH3:19])=[N:15][CH:16]=[CH:17][CH:18]=1)[C:7]2=[O:12].[Cl:20][C:21]1[CH:26]=[CH:25][C:24]([CH2:27][C:28](O)=[O:29])=[CH:23][C:22]=1[C:31]([F:34])([F:33])[F:32].F[P-](F)(F)(F)(F)F.C[N+](C)=C(N(C)C)ON1C2N=CC=CC=2N=N1.C(N(CC)C(C)C)(C)C. Given the product [Cl:20][C:21]1[CH:26]=[CH:25][C:24]([CH2:27][C:28]([NH:1][C:2]2[CH:11]=[CH:10][CH:9]=[C:8]3[C:3]=2[CH:4]=[CH:5][N:6]([C:13]2[C:14]([CH3:19])=[N:15][CH:16]=[CH:17][CH:18]=2)[C:7]3=[O:12])=[O:29])=[CH:23][C:22]=1[C:31]([F:32])([F:33])[F:34], predict the reactants needed to synthesize it. (3) Given the product [Br:1][C:2]1[CH:7]=[CH:6][C:5]([N:8]2[CH:12]=[CH:11][N:10]=[CH:9]2)=[C:4]([NH2:13])[CH:3]=1, predict the reactants needed to synthesize it. The reactants are: [Br:1][C:2]1[CH:7]=[CH:6][C:5]([N:8]2[CH:12]=[CH:11][N:10]=[CH:9]2)=[C:4]([N+:13]([O-])=O)[CH:3]=1.[BH4-].[Na+].O.C(OCC)(=O)C. (4) Given the product [CH3:1][O:2][C:3](=[O:76])[NH:4][CH:5]([C:9]([N:11]1[CH2:15][CH2:14][CH2:13][CH:12]1[C:16]1[NH:17][C:18]([C:21]2[CH:26]=[CH:25][C:24]([N:27]3[CH2:32][CH2:31][N:30]([C:33]4[CH:38]=[CH:37][C:36]([C:39]5[NH:40][C:41]([CH:44]6[CH2:48][CH2:47][CH2:46][N:45]6[C:49](=[O:59])[CH:50]([NH:54][C:55]([O:57][CH3:58])=[O:56])[CH:51]([CH3:53])[CH3:52])=[N:42][CH:43]=5)=[CH:35][CH:34]=4)[CH2:29][CH2:28]3)=[CH:23][CH:22]=2)=[CH:19][N:20]=1)=[O:10])[CH:6]([CH3:8])[CH3:7], predict the reactants needed to synthesize it. The reactants are: [CH3:1][O:2][C:3](=[O:76])[NH:4][CH:5]([C:9]([N:11]1[CH2:15][CH2:14][CH2:13][CH:12]1[C:16]1[N:17](COCC[Si](C)(C)C)[C:18]([C:21]2[CH:26]=[CH:25][C:24]([N:27]3[CH2:32][CH2:31][N:30]([C:33]4[CH:38]=[CH:37][C:36]([C:39]5[N:40](COCC[Si](C)(C)C)[C:41]([CH:44]6[CH2:48][CH2:47][CH2:46][N:45]6[C:49](=[O:59])[CH:50]([NH:54][C:55]([O:57][CH3:58])=[O:56])[CH:51]([CH3:53])[CH3:52])=[N:42][CH:43]=5)=[CH:35][CH:34]=4)[CH2:29][CH2:28]3)=[CH:23][CH:22]=2)=[CH:19][N:20]=1)=[O:10])[CH:6]([CH3:8])[CH3:7]. (5) Given the product [C:1]([O:5][C:6](=[O:29])[NH:7][CH:8]1[CH2:17][CH2:16][C:15]2[C:10](=[CH:11][C:12]([CH2:18][NH:19][S:33]([CH2:30][CH2:31][CH3:32])(=[O:35])=[O:34])=[CH:13][CH:14]=2)[CH:9]1[CH2:20][C:21]1[CH:26]=[CH:25][C:24]([Cl:27])=[C:23]([Cl:28])[CH:22]=1)([CH3:4])([CH3:2])[CH3:3], predict the reactants needed to synthesize it. The reactants are: [C:1]([O:5][C:6](=[O:29])[NH:7][CH:8]1[CH2:17][CH2:16][C:15]2[C:10](=[CH:11][C:12]([CH2:18][NH2:19])=[CH:13][CH:14]=2)[CH:9]1[CH2:20][C:21]1[CH:26]=[CH:25][C:24]([Cl:27])=[C:23]([Cl:28])[CH:22]=1)([CH3:4])([CH3:3])[CH3:2].[CH2:30]([S:33](Cl)(=[O:35])=[O:34])[CH2:31][CH3:32]. (6) Given the product [CH2:1]([O:8][CH2:9][CH2:10][CH2:11][O:12][C:13]1[C:14]([B:30]2[O:34][C:33]([CH3:36])([CH3:35])[C:32]([CH3:38])([CH3:37])[O:31]2)=[C:15]([CH:16]=[CH:17][C:18]=1[F:19])[CH:20]=[O:21])[C:2]1[CH:7]=[CH:6][CH:5]=[CH:4][CH:3]=1, predict the reactants needed to synthesize it. The reactants are: [CH2:1]([O:8][CH2:9][CH2:10][CH2:11][O:12][C:13]1[C:18]([F:19])=[CH:17][CH:16]=[C:15]([CH:20]=[O:21])[C:14]=1OS(C(F)(F)F)(=O)=O)[C:2]1[CH:7]=[CH:6][CH:5]=[CH:4][CH:3]=1.[B:30]1([B:30]2[O:34][C:33]([CH3:36])([CH3:35])[C:32]([CH3:38])([CH3:37])[O:31]2)[O:34][C:33]([CH3:36])([CH3:35])[C:32]([CH3:38])([CH3:37])[O:31]1.CC([O-])=O.[K+]. (7) The reactants are: [H-].C([Al+]CC(C)C)C(C)C.[N:11]1([C:24]([O:26][C:27]([CH3:30])([CH3:29])[CH3:28])=[O:25])[C:19]2[C:14](=[CH:15][CH:16]=[C:17]([C:20](OC)=[O:21])[CH:18]=2)[CH:13]=[CH:12]1. Given the product [OH:21][CH2:20][C:17]1[CH:18]=[C:19]2[C:14]([CH:13]=[CH:12][N:11]2[C:24]([O:26][C:27]([CH3:30])([CH3:29])[CH3:28])=[O:25])=[CH:15][CH:16]=1, predict the reactants needed to synthesize it. (8) Given the product [CH3:6][S:7]([O:4][CH2:3][CH:2]([CH3:5])[CH3:1])(=[O:9])=[O:8], predict the reactants needed to synthesize it. The reactants are: [CH3:1][CH:2]([CH3:5])[CH2:3][OH:4].[CH3:6][S:7](OCCC)(=[O:9])=[O:8]. (9) Given the product [N+:23]([C:20]1[N:21]=[CH:22][C:17]([N:3]2[CH2:4][CH:5]3[N:8]([C:9]([O:11][C:12]([CH3:15])([CH3:14])[CH3:13])=[O:10])[CH:1]([CH2:7][CH2:6]3)[CH2:2]2)=[CH:18][CH:19]=1)([O-:25])=[O:24], predict the reactants needed to synthesize it. The reactants are: [CH:1]12[N:8]([C:9]([O:11][C:12]([CH3:15])([CH3:14])[CH3:13])=[O:10])[CH:5]([CH2:6][CH2:7]1)[CH2:4][NH:3][CH2:2]2.Br[C:17]1[CH:18]=[CH:19][C:20]([N+:23]([O-:25])=[O:24])=[N:21][CH:22]=1.C(N(CC)CC)C.